Dataset: Peptide-MHC class I binding affinity with 185,985 pairs from IEDB/IMGT. Task: Regression. Given a peptide amino acid sequence and an MHC pseudo amino acid sequence, predict their binding affinity value. This is MHC class I binding data. (1) The peptide sequence is RLKGVTCRLF. The MHC is HLA-A24:02 with pseudo-sequence HLA-A24:02. The binding affinity (normalized) is 0.392. (2) The peptide sequence is HPFIYVIRHV. The MHC is HLA-B54:01 with pseudo-sequence HLA-B54:01. The binding affinity (normalized) is 0.908. (3) The binding affinity (normalized) is 0.398. The peptide sequence is ITCKPINL. The MHC is H-2-Kb with pseudo-sequence H-2-Kb. (4) The peptide sequence is GLWVCATSL. The MHC is HLA-A02:01 with pseudo-sequence HLA-A02:01. The binding affinity (normalized) is 0.669. (5) The peptide sequence is RWMCLRRFII. The MHC is HLA-A68:01 with pseudo-sequence HLA-A68:01. The binding affinity (normalized) is 0.0755. (6) The peptide sequence is STHEANTMAMM. The MHC is HLA-B37:01 with pseudo-sequence HLA-B37:01. The binding affinity (normalized) is 0.159. (7) The binding affinity (normalized) is 0. The MHC is Patr-A0401 with pseudo-sequence Patr-A0401. The peptide sequence is YEFLQPILL. (8) The peptide sequence is LRISSSFSF. The MHC is HLA-A30:02 with pseudo-sequence HLA-A30:02. The binding affinity (normalized) is 0.219. (9) The peptide sequence is IYNRNIVNRL. The MHC is H-2-Kd with pseudo-sequence H-2-Kd. The binding affinity (normalized) is 0.398. (10) The peptide sequence is AQLYAYAGF. The MHC is HLA-B08:01 with pseudo-sequence HLA-B08:01. The binding affinity (normalized) is 0.0847.